This data is from Catalyst prediction with 721,799 reactions and 888 catalyst types from USPTO. The task is: Predict which catalyst facilitates the given reaction. (1) Reactant: [C:1]([C:5]1[CH:6]=[C:7]([OH:11])[CH:8]=[CH:9][CH:10]=1)([CH3:4])([CH3:3])[CH3:2].[H-].[Na+].Br[CH:15]([CH3:21])[C:16]([O:18][CH2:19][CH3:20])=[O:17]. Product: [CH2:19]([O:18][C:16](=[O:17])[CH:15]([O:11][C:7]1[CH:8]=[CH:9][CH:10]=[C:5]([C:1]([CH3:4])([CH3:2])[CH3:3])[CH:6]=1)[CH3:21])[CH3:20]. The catalyst class is: 39. (2) Reactant: [NH2:1][C:2]1[N:7]=[CH:6][CH:5]=[CH:4][N:3]=1.[CH:8]1([N+:14]#[C-:15])[CH2:13][CH2:12][CH2:11][CH2:10][CH2:9]1.[CH:16](=O)[C:17]1[CH:22]=[CH:21][CH:20]=[CH:19][CH:18]=1.[C:24]([Cl:27])(=[O:26])[CH3:25]. Product: [Cl-:27].[C:24]([N+:1]1[C:16]([C:17]2[CH:22]=[CH:21][CH:20]=[CH:19][CH:18]=2)=[C:15]([NH:14][CH:8]2[CH2:13][CH2:12][CH2:11][CH2:10][CH2:9]2)[N:3]2[CH:4]=[CH:5][CH:6]=[N:7][C:2]=12)(=[O:26])[CH3:25]. The catalyst class is: 519. (3) Reactant: [OH:1][C:2]1[CH:3]=[C:4]2[C:8](=[CH:9][C:10]=1[O:11][CH3:12])[C:7](=[O:13])[CH2:6][CH2:5]2.Cl[CH2:15][CH2:16][CH2:17][O:18][CH:19]1[CH2:24][CH2:23][CH2:22][CH2:21][O:20]1.C(=O)([O-])[O-].[K+].[K+]. Product: [CH3:12][O:11][C:10]1[CH:9]=[C:8]2[C:4]([CH2:5][CH2:6][C:7]2=[O:13])=[CH:3][C:2]=1[O:1][CH2:15][CH2:16][CH2:17][O:18][CH:19]1[CH2:24][CH2:23][CH2:22][CH2:21][O:20]1. The catalyst class is: 39. (4) Reactant: [Cl:1][C:2]1[CH:7]=[CH:6][CH:5]=[C:4]([NH:8][NH2:9])[N:3]=1.C(N(CC)CC)C.C(O[CH:20]=[C:21]([C:27](=O)[C:28]([F:31])([F:30])[F:29])[C:22]([O:24][CH2:25][CH3:26])=[O:23])C. Product: [CH2:25]([O:24][C:22]([C:21]1[CH:20]=[N:9][N:8]([C:4]2[CH:5]=[CH:6][CH:7]=[C:2]([Cl:1])[N:3]=2)[C:27]=1[C:28]([F:29])([F:30])[F:31])=[O:23])[CH3:26]. The catalyst class is: 10. (5) Reactant: C(S)CS.[Br:5][CH2:6][CH2:7][C:8]([NH:10][C:11]1[CH:16]=[CH:15][C:14]([AsH2:17]=O)=[CH:13][CH:12]=1)=[O:9]. Product: [Br:5][CH2:6][CH2:7][C:8]([NH:10][C:11]1[CH:12]=[CH:13][C:14]([AsH2:17])=[CH:15][CH:16]=1)=[O:9]. The catalyst class is: 5. (6) Reactant: C[O:2][C:3]([C:5]1[CH:10]=[CH:9][C:8]([NH:11][CH2:12][C:13]([F:16])([F:15])[F:14])=[CH:7][N:6]=1)=[O:4].O.[OH-].[Li+].Cl. Product: [F:16][C:13]([F:14])([F:15])[CH2:12][NH:11][C:8]1[CH:9]=[CH:10][C:5]([C:3]([OH:4])=[O:2])=[N:6][CH:7]=1. The catalyst class is: 20. (7) Reactant: [CH2:1]([O:3][C:4](=[O:17])[CH:5]([CH2:11][CH:12]([O:15][CH3:16])[O:13][CH3:14])[C:6]([O:8][CH2:9][CH3:10])=[O:7])[CH3:2].[CH2:18]([O:25][C:26]1[CH:27]=[C:28]([Cl:35])[C:29]([CH2:33]Br)=[C:30]([Cl:32])[CH:31]=1)[C:19]1[CH:24]=[CH:23][CH:22]=[CH:21][CH:20]=1.Cl. Product: [CH2:9]([O:8][C:6](=[O:7])[C:5]([CH2:33][C:29]1[C:28]([Cl:35])=[CH:27][C:26]([O:25][CH2:18][C:19]2[CH:20]=[CH:21][CH:22]=[CH:23][CH:24]=2)=[CH:31][C:30]=1[Cl:32])([CH2:11][CH:12]([O:13][CH3:14])[O:15][CH3:16])[C:4]([O:3][CH2:1][CH3:2])=[O:17])[CH3:10]. The catalyst class is: 1. (8) Reactant: [CH2:1]([O:3][CH:4]([O:19][CH2:20][CH3:21])[C:5]1[CH:10]=[CH:9][C:8]([CH2:11][NH:12][CH:13]2[CH2:18][CH2:17][O:16][CH2:15][CH2:14]2)=[CH:7][CH:6]=1)[CH3:2].[CH3:22][C:23]([O:26][C:27](O[C:27]([O:26][C:23]([CH3:25])([CH3:24])[CH3:22])=[O:28])=[O:28])([CH3:25])[CH3:24].CCN(CC)CC. Product: [CH2:1]([O:3][CH:4]([O:19][CH2:20][CH3:21])[C:5]1[CH:6]=[CH:7][C:8]([CH2:11][N:12]([CH:13]2[CH2:14][CH2:15][O:16][CH2:17][CH2:18]2)[C:27](=[O:28])[O:26][C:23]([CH3:25])([CH3:24])[CH3:22])=[CH:9][CH:10]=1)[CH3:2]. The catalyst class is: 2.